From a dataset of Full USPTO retrosynthesis dataset with 1.9M reactions from patents (1976-2016). Predict the reactants needed to synthesize the given product. (1) Given the product [Cl:43][C:31]1[CH:30]=[C:29]2[C:34]([C:26]([C:24]([NH:10][S:7]([C:1]3[CH:6]=[CH:5][CH:4]=[CH:3][CH:2]=3)(=[O:9])=[O:8])=[O:23])=[N:27][NH:28]2)=[CH:33][C:32]=1[C:35]1[CH:40]=[CH:39][C:38]([O:41][CH3:42])=[CH:37][CH:36]=1, predict the reactants needed to synthesize it. The reactants are: [C:1]1([S:7]([NH2:10])(=[O:9])=[O:8])[CH:6]=[CH:5][CH:4]=[CH:3][CH:2]=1.CC(C)([O-])C.[K+].C1(C)C=CC([O:23][C:24]([C:26]2[C:34]3[C:29](=[CH:30][C:31]([Cl:43])=[C:32]([C:35]4[CH:40]=[CH:39][C:38]([O:41][CH3:42])=[CH:37][CH:36]=4)[CH:33]=3)[NH:28][N:27]=2)=O)=CC=1. (2) Given the product [Cl:1][C:2]1[CH:3]=[C:4]([CH:16]=[O:17])[S:5][C:6]=1[CH:7]([C:9]1[CH:14]=[CH:13][CH:12]=[C:11]([Cl:15])[CH:10]=1)[O:8][Si:19]([CH3:21])([CH3:20])[CH3:18], predict the reactants needed to synthesize it. The reactants are: [Cl:1][C:2]1[CH:3]=[C:4]([CH:16]=[O:17])[S:5][C:6]=1[CH:7]([C:9]1[CH:14]=[CH:13][CH:12]=[C:11]([Cl:15])[CH:10]=1)[OH:8].[CH3:18][Si:19](Cl)([CH3:21])[CH3:20].N1C=CN=C1.[NH4+].[Cl-]. (3) Given the product [NH2:1][C:2]1[C:7]([C:8]([C:10]2[C:15]([O:16][CH3:17])=[CH:14][CH:13]=[C:12]([F:18])[C:11]=2[F:19])=[O:9])=[CH:6][N:5]=[C:4]([NH:35][CH:32]2[CH2:33][CH2:34][N:29]([S:26]([CH3:25])(=[O:28])=[O:27])[CH2:30][CH2:31]2)[N:3]=1, predict the reactants needed to synthesize it. The reactants are: [NH2:1][C:2]1[C:7]([C:8]([C:10]2[C:15]([O:16][CH3:17])=[CH:14][CH:13]=[C:12]([F:18])[C:11]=2[F:19])=[O:9])=[CH:6][N:5]=[C:4](S(CC)(=O)=O)[N:3]=1.[CH3:25][S:26]([N:29]1[CH2:34][CH2:33][CH:32]([NH2:35])[CH2:31][CH2:30]1)(=[O:28])=[O:27]. (4) Given the product [CH:1]12[CH2:9][CH2:8][CH2:7][CH2:6][CH:5]1[CH2:4][O:3][C:2]2=[O:11], predict the reactants needed to synthesize it. The reactants are: [C@@H:1]12[CH2:9][CH2:8][CH2:7][CH2:6][C@@H:5]1[C:4](=O)[O:3][C:2]2=[O:11].[H][H]. (5) The reactants are: [CH3:1][C:2]1[CH:7]=[CH:6][C:5]([S:8]([N:11]([C@H:16]([C:41]([NH2:43])=[O:42])[CH2:17][CH2:18][CH2:19][CH2:20][NH:21][C:22]([C@@H:24]([NH:32][S:33]([C:36]2[S:40][CH:39]=[CH:38][CH:37]=2)(=[O:35])=[O:34])[CH2:25][C:26]2[CH:31]=[CH:30][CH:29]=[CH:28][CH:27]=2)=[O:23])[CH2:12][CH:13]([CH3:15])[CH3:14])(=[O:10])=[O:9])=[CH:4][CH:3]=1.N[OH:45]. Given the product [OH:45][NH:43][C:41](=[O:42])[C@H:16]([CH2:17][CH2:18][CH2:19][CH2:20][NH:21][C:22](=[O:23])[C@H:24]([CH2:25][C:26]1[CH:31]=[CH:30][CH:29]=[CH:28][CH:27]=1)[NH:32][S:33]([C:36]1[S:40][CH:39]=[CH:38][CH:37]=1)(=[O:34])=[O:35])[N:11]([CH2:12][CH:13]([CH3:15])[CH3:14])[S:8]([C:5]1[CH:4]=[CH:3][C:2]([CH3:1])=[CH:7][CH:6]=1)(=[O:9])=[O:10], predict the reactants needed to synthesize it.